From a dataset of Reaction yield outcomes from USPTO patents with 853,638 reactions. Predict the reaction yield, written as a fraction of the theoretical maximum amount of product (1.0 means a 100% yield; for example, 0.34 means a 34% yield). (1) The reactants are [C:1]([O:5][C:6](=[O:25])[CH:7]=[CH:8][C:9]1[CH:14]=[CH:13][C:12]([O:15][CH2:16][C:17]2[CH:22]=[CH:21][CH:20]=[CH:19][CH:18]=2)=[CH:11][C:10]=1[CH:23]=[O:24])([CH3:4])([CH3:3])[CH3:2].CC(=CC)C.[O-:31]Cl=O.[Na+]. The catalyst is C(O)(C)(C)C.O. The product is [CH2:16]([O:15][C:12]1[CH:13]=[CH:14][C:9]([CH:8]=[CH:7][C:6]([O:5][C:1]([CH3:4])([CH3:2])[CH3:3])=[O:25])=[C:10]([CH:11]=1)[C:23]([OH:31])=[O:24])[C:17]1[CH:18]=[CH:19][CH:20]=[CH:21][CH:22]=1. The yield is 0.960. (2) The reactants are Br[C:2]1[CH:7]=[CH:6][CH:5]=[C:4]([CH2:8][F:9])[N:3]=1.[C:10]([O:14][C:15](=[O:30])[N:16]([C:23]1[CH:28]=[CH:27][C:26]([F:29])=[CH:25][CH:24]=1)[C:17](=[O:22])[CH2:18][CH2:19][C:20]#[CH:21])([CH3:13])([CH3:12])[CH3:11]. No catalyst specified. The product is [C:10]([O:14][C:15](=[O:30])[N:16]([C:17](=[O:22])[CH2:18][CH2:19][C:20]#[C:21][C:2]1[CH:7]=[CH:6][CH:5]=[C:4]([CH2:8][F:9])[N:3]=1)[C:23]1[CH:24]=[CH:25][C:26]([F:29])=[CH:27][CH:28]=1)([CH3:13])([CH3:11])[CH3:12]. The yield is 0.790. (3) The reactants are C[O:2][C:3]([C:5]1[CH:10]=[CH:9][C:8]([C:11]2[CH:16]=[C:15]([NH:17][C:18](=[O:26])[C:19]3[CH:24]=[CH:23][N:22]=[C:21]([Cl:25])[CH:20]=3)[CH:14]=[CH:13][C:12]=2[CH3:27])=[CH:7][CH:6]=1)=[O:4].[Cl:25][C:21]1[CH:20]=[C:19]([CH:24]=[CH:23][N:22]=1)[C:18]([NH:17][C:15]1[CH:14]=[CH:13][C:12]([CH3:27])=[C:11]([C:8]2[CH:9]=[CH:10][C:5]([C:3]([OH:2])=[O:4])=[CH:6][CH:7]=2)[CH:16]=1)=[O:26].O.[OH-].[Li+].C1COCC1.Cl. The catalyst is O. The product is [Cl:25][C:21]1[CH:20]=[C:19]([CH:24]=[CH:23][N:22]=1)[C:18]([NH:17][C:15]1[CH:14]=[CH:13][C:12]([CH3:27])=[C:11]([C:8]2[CH:7]=[CH:6][C:5]([C:3]([OH:4])=[O:2])=[CH:10][CH:9]=2)[CH:16]=1)=[O:26]. The yield is 0.730. (4) The reactants are [N:1]1([C:7]2[C:8]([N:13]3[CH2:18][CH2:17][CH:16]([CH2:19][OH:20])[CH2:15][CH2:14]3)=[N:9][CH:10]=[CH:11][CH:12]=2)[CH2:6][CH2:5][NH:4][CH2:3][CH2:2]1.[CH2:21]([N:23]1[CH:27]=[C:26]([CH:28]=O)[CH:25]=[N:24]1)[CH3:22].C(O[BH-](OC(=O)C)OC(=O)C)(=O)C.[Na+].[OH-].[Na+].[ClH:46]. The catalyst is ClCCCl.C(#N)C.C(Cl)Cl. The product is [ClH:46].[CH2:21]([N:23]1[CH:27]=[C:26]([CH2:28][N:4]2[CH2:3][CH2:2][N:1]([C:7]3[C:8]([N:13]4[CH2:14][CH2:15][CH:16]([CH2:19][OH:20])[CH2:17][CH2:18]4)=[N:9][CH:10]=[CH:11][CH:12]=3)[CH2:6][CH2:5]2)[CH:25]=[N:24]1)[CH3:22]. The yield is 0.580.